Dataset: Full USPTO retrosynthesis dataset with 1.9M reactions from patents (1976-2016). Task: Predict the reactants needed to synthesize the given product. (1) Given the product [Br:15][C:16]1[CH:21]=[C:20]([N+:22]([O-:24])=[O:23])[CH:19]=[CH:18][C:17]=1[C:2]([CH3:1])([C:3]([O:5][CH2:6][CH3:7])=[O:4])[C:8]([O:10][CH2:11][CH3:12])=[O:9], predict the reactants needed to synthesize it. The reactants are: [CH3:1][CH:2]([C:8]([O:10][CH2:11][CH3:12])=[O:9])[C:3]([O:5][CH2:6][CH3:7])=[O:4].[H-].[Na+].[Br:15][C:16]1[CH:21]=[C:20]([N+:22]([O-:24])=[O:23])[CH:19]=[CH:18][C:17]=1F. (2) Given the product [C:20]([O:19][C:17]([NH:1][C@H:2]([C:3]([S:6][CH2:15][CH2:14][O:13][CH3:12])([CH3:5])[CH3:4])[C:7]([OH:9])=[O:8])=[O:18])([CH3:21])([CH3:23])[CH3:22], predict the reactants needed to synthesize it. The reactants are: [NH2:1][C@@H:2]([C:7]([OH:9])=[O:8])[C:3]([SH:6])([CH3:5])[CH3:4].[OH-].[Na+].[CH3:12][O:13][CH2:14][CH2:15]Br.[C:17](O[C:17]([O:19][C:20]([CH3:23])([CH3:22])[CH3:21])=[O:18])([O:19][C:20]([CH3:23])([CH3:22])[CH3:21])=[O:18]. (3) The reactants are: Cl[CH:2]([C:15]1[CH:20]=[CH:19][CH:18]=[CH:17][CH:16]=1)[C:3]([C:5]1[C:13]2[C:8](=[CH:9][C:10]([Cl:14])=[CH:11][CH:12]=2)[NH:7][CH:6]=1)=[O:4].[CH3:21][O:22][C:23]1[CH:24]=[C:25]([CH:27]=[C:28]([O:30][CH3:31])[CH:29]=1)[NH2:26].CCN(C(C)C)C(C)C. Given the product [Cl:14][C:10]1[CH:9]=[C:8]2[C:13]([C:5]([C:3](=[O:4])[CH:2]([NH:26][C:25]3[CH:27]=[C:28]([O:30][CH3:31])[CH:29]=[C:23]([O:22][CH3:21])[CH:24]=3)[C:15]3[CH:20]=[CH:19][CH:18]=[CH:17][CH:16]=3)=[CH:6][NH:7]2)=[CH:12][CH:11]=1, predict the reactants needed to synthesize it. (4) The reactants are: [CH3:1][C:2]1([CH3:15])[CH2:11][CH2:10][C:9]([CH3:13])([CH3:12])[C:8]2[CH:7]=[C:6]([NH2:14])[CH:5]=[CH:4][C:3]1=2.[F:16][C:17]([F:28])([F:27])[C:18](O[C:18](=[O:19])[C:17]([F:28])([F:27])[F:16])=[O:19]. Given the product [F:16][C:17]([F:28])([F:27])[C:18]([NH:14][C:6]1[CH:5]=[CH:4][C:3]2[C:2]([CH3:15])([CH3:1])[CH2:11][CH2:10][C:9]([CH3:13])([CH3:12])[C:8]=2[CH:7]=1)=[O:19], predict the reactants needed to synthesize it. (5) Given the product [CH3:2][NH:3][C:18]([C:10]1[S:11][C:12]([C:14]([CH3:17])([CH3:16])[CH3:15])=[CH:13][C:9]=1[NH2:8])=[O:20], predict the reactants needed to synthesize it. The reactants are: Cl.[CH3:2][NH2:3].C[Al](C)C.[NH2:8][C:9]1[CH:13]=[C:12]([C:14]([CH3:17])([CH3:16])[CH3:15])[S:11][C:10]=1[C:18]([O:20]C)=O.Cl.[OH-].[K+]. (6) Given the product [CH3:27][O:26][C:3]1([O:2][CH3:1])[CH2:8][CH2:7][N:6]([C:9]2[CH:14]=[CH:13][C:12]([N:15]3[CH2:19][C@H:18]([CH2:20][NH2:21])[O:17][C:16]3=[O:24])=[CH:11][CH:10]=2)[CH2:5][CH:4]1[F:25], predict the reactants needed to synthesize it. The reactants are: [CH3:1][O:2][C:3]1([O:26][CH3:27])[CH2:8][CH2:7][N:6]([C:9]2[CH:14]=[CH:13][C:12]([N:15]3[CH2:19][C@@H:18]([CH2:20][N:21]=[N+]=[N-])[O:17][C:16]3=[O:24])=[CH:11][CH:10]=2)[CH2:5][CH:4]1[F:25]. (7) Given the product [CH2:10]1[NH:6][CH2:14][C@@H:16]([OH:20])[C@H:17]([OH:18])[C@H:11]1[CH2:12][OH:5], predict the reactants needed to synthesize it. The reactants are: C(O)(C)C.[OH2:5].[NH4+:6].[OH-].C1C=[C:12]2[C:14]([C:16]([OH:20])(O)[C:17](=[O:18])[C:11]2=[CH:10]C=1)=O.